From a dataset of Catalyst prediction with 721,799 reactions and 888 catalyst types from USPTO. Predict which catalyst facilitates the given reaction. (1) Reactant: [C:1]([C:3]1[C:11]2[C:6](=[N:7][CH:8]=[C:9]([C:12]3[CH:17]=[CH:16][C:15]([S:18]([CH:21]([CH3:23])[CH3:22])(=[O:20])=[O:19])=[CH:14][CH:13]=3)[N:10]=2)[NH:5][CH:4]=1)#[CH:2].Cl[C:25](=[N:42][OH:43])[C:26]1[CH:27]=[C:28]([CH:32]([NH:34][C:35](=[O:41])[O:36][C:37]([CH3:40])([CH3:39])[CH3:38])[CH3:33])[CH:29]=[CH:30][CH:31]=1.C(N(CC)CC)C. Product: [CH:21]([S:18]([C:15]1[CH:14]=[CH:13][C:12]([C:9]2[N:10]=[C:11]3[C:3]([C:1]4[O:43][N:42]=[C:25]([C:26]5[CH:27]=[C:28]([CH:32]([NH:34][C:35](=[O:41])[O:36][C:37]([CH3:40])([CH3:39])[CH3:38])[CH3:33])[CH:29]=[CH:30][CH:31]=5)[CH:2]=4)=[CH:4][NH:5][C:6]3=[N:7][CH:8]=2)=[CH:17][CH:16]=1)(=[O:20])=[O:19])([CH3:23])[CH3:22]. The catalyst class is: 1. (2) Reactant: Br[C:2]1[C:3]([O:25][CH3:26])=[CH:4][C:5]2[N:6]([CH2:15][CH2:16][CH:17]([CH3:24])[CH2:18][CH2:19][CH2:20][CH:21]([CH3:23])[CH3:22])[C:7]3[C:12]([C:13]=2[CH:14]=1)=[CH:11][CH:10]=[CH:9][CH:8]=3.C([Li])CCC.C(O[B:36]1[O:40][C:39]([CH3:42])([CH3:41])[C:38]([CH3:44])([CH3:43])[O:37]1)(C)C. Product: [CH3:24][CH:17]([CH2:18][CH2:19][CH2:20][CH:21]([CH3:23])[CH3:22])[CH2:16][CH2:15][N:6]1[C:5]2[CH:4]=[C:3]([O:25][CH3:26])[C:2]([B:36]3[O:40][C:39]([CH3:42])([CH3:41])[C:38]([CH3:44])([CH3:43])[O:37]3)=[CH:14][C:13]=2[C:12]2[C:7]1=[CH:8][CH:9]=[CH:10][CH:11]=2. The catalyst class is: 7. (3) Reactant: [CH:1]1([O:4][C:5]2[CH:13]=[CH:12][C:8]([C:9]([OH:11])=O)=[CH:7][CH:6]=2)[CH2:3][CH2:2]1.C(Cl)(=O)C(Cl)=O.Cl.[NH2:21][C:22]1([C:25]([O:27][CH2:28][CH3:29])=[O:26])[CH2:24][CH2:23]1.C(N(CC)CC)C. Product: [CH:1]1([O:4][C:5]2[CH:6]=[CH:7][C:8]([C:9]([NH:21][C:22]3([C:25]([O:27][CH2:28][CH3:29])=[O:26])[CH2:24][CH2:23]3)=[O:11])=[CH:12][CH:13]=2)[CH2:2][CH2:3]1. The catalyst class is: 139. (4) Reactant: Cl[C:2]1[CH:7]=[C:6]([Cl:8])[N:5]=[C:4]([S:9][CH2:10][C:11]2[CH:16]=[CH:15][CH:14]=[C:13]([F:17])[C:12]=2[F:18])[N:3]=1.FC1C(F)=CC=CC=1CSC1N=C(O)C=C(O)N=1.[CH2:37]([OH:40])[CH2:38][OH:39].[H-].[Na+]. Product: [Cl:8][C:6]1[N:5]=[C:4]([S:9][CH2:10][C:11]2[CH:16]=[CH:15][CH:14]=[C:13]([F:17])[C:12]=2[F:18])[N:3]=[C:2]([O:39][CH2:38][CH2:37][OH:40])[CH:7]=1. The catalyst class is: 1. (5) Reactant: [C:1]([O:5][C:6](=[O:22])[NH:7][C@@H:8]1[C:14](=[O:15])[NH:13][C:12]2[CH:16]=[C:17]([F:21])[C:18]([F:20])=[CH:19][C:11]=2[NH:10][CH2:9]1)([CH3:4])([CH3:3])[CH3:2].C[Si]([N-][Si](C)(C)C)(C)C.[Li+].FC(F)(F)S(O[CH2:39][C:40]([F:43])([F:42])[F:41])(=O)=O. Product: [C:1]([O:5][C:6](=[O:22])[NH:7][C@@H:8]1[C:14](=[O:15])[N:13]([CH2:39][C:40]([F:43])([F:42])[F:41])[C:12]2[CH:16]=[C:17]([F:21])[C:18]([F:20])=[CH:19][C:11]=2[NH:10][CH2:9]1)([CH3:4])([CH3:2])[CH3:3]. The catalyst class is: 7. (6) Reactant: [NH2:1][C:2]1[NH:6][N:5]=[C:4]([OH:7])[C:3]=1[C:8]1[CH:9]=[N:10][CH:11]=[CH:12][CH:13]=1.[O:14]1[C:18]2[CH:19]=[CH:20][C:21]([C:23](=O)[CH2:24][C:25](OC)=[O:26])=[CH:22][C:17]=2[CH:16]=[CH:15]1. Product: [O:14]1[C:18]2[CH:19]=[CH:20][C:21]([C:23]3[NH:1][C:2]4[N:6]([N:5]=[C:4]([OH:7])[C:3]=4[C:8]4[CH:9]=[N:10][CH:11]=[CH:12][CH:13]=4)[C:25](=[O:26])[CH:24]=3)=[CH:22][C:17]=2[CH:16]=[CH:15]1. The catalyst class is: 15. (7) The catalyst class is: 24. Reactant: C[O:2][C:3]([CH:5]1[CH2:10][CH2:9][N:8]([CH2:11][C:12](=[O:30])[N:13]([CH2:26][CH:27]2[CH2:29][CH2:28]2)[CH2:14][C:15]2[NH:16][C:17](=[O:25])[CH:18]3[CH2:24][O:23][CH2:22][CH2:21][CH:19]3[N:20]=2)[CH2:7][CH2:6]1)=[O:4].[OH-].[Na+]. Product: [CH:27]1([CH2:26][N:13]([CH2:14][C:15]2[NH:16][C:17](=[O:25])[CH:18]3[CH2:24][O:23][CH2:22][CH2:21][CH:19]3[N:20]=2)[C:12]([CH2:11][N:8]2[CH2:7][CH2:6][CH:5]([C:3]([OH:4])=[O:2])[CH2:10][CH2:9]2)=[O:30])[CH2:28][CH2:29]1.